This data is from Forward reaction prediction with 1.9M reactions from USPTO patents (1976-2016). The task is: Predict the product of the given reaction. The product is: [Br:9][C:10]1[C:19]2[O:18][CH:17]([CH:20]([CH3:22])[CH3:21])[C:16](=[O:23])[NH:15][C:14]=2[CH:13]=[C:12]([CH2:24][OH:25])[CH:11]=1. Given the reactants ClC(OCC(C)C)=O.[Br:9][C:10]1[C:19]2[O:18][CH:17]([CH:20]([CH3:22])[CH3:21])[C:16](=[O:23])[NH:15][C:14]=2[CH:13]=[C:12]([C:24](O)=[O:25])[CH:11]=1.C(N(CC)CC)C.[BH4-].[Na+].Cl, predict the reaction product.